From a dataset of Full USPTO retrosynthesis dataset with 1.9M reactions from patents (1976-2016). Predict the reactants needed to synthesize the given product. (1) Given the product [C:41]([C:43]1[CH:48]=[CH:47][CH:46]=[CH:45][C:44]=1[S:49]([N:22]1[C:23]([C:24]2[C:25]([F:30])=[N:26][CH:27]=[CH:28][CH:29]=2)=[C:19]([F:18])[C:20]([CH2:31][N:32]([CH3:40])[C:33](=[O:39])[O:34][C:35]([CH3:36])([CH3:37])[CH3:38])=[CH:21]1)(=[O:51])=[O:50])#[N:42], predict the reactants needed to synthesize it. The reactants are: [H-].[Na+].C1OCCOCCOCCOCCOC1.[F:18][C:19]1[C:20]([CH2:31][N:32]([CH3:40])[C:33](=[O:39])[O:34][C:35]([CH3:38])([CH3:37])[CH3:36])=[CH:21][NH:22][C:23]=1[C:24]1[C:25]([F:30])=[N:26][CH:27]=[CH:28][CH:29]=1.[C:41]([C:43]1[CH:48]=[CH:47][CH:46]=[CH:45][C:44]=1[S:49](Cl)(=[O:51])=[O:50])#[N:42]. (2) Given the product [Br:18][C:19]1[CH:27]=[CH:26][CH:25]=[CH:24][C:20]=1[C:21]([NH:1][C:2]1[CH:10]=[CH:9][CH:8]=[C:4]([C:5](=[O:6])[NH2:7])[CH:3]=1)=[O:22], predict the reactants needed to synthesize it. The reactants are: [NH2:1][C:2]1[CH:3]=[C:4]([CH:8]=[CH:9][CH:10]=1)[C:5]([NH2:7])=[O:6].C(N(CC)CC)C.[Br:18][C:19]1[CH:27]=[CH:26][CH:25]=[CH:24][C:20]=1[C:21](Cl)=[O:22]. (3) Given the product [Cl:1][C:2]1[C:23]([F:24])=[CH:22][CH:21]=[C:20]([F:25])[C:3]=1[CH2:4][N:5]1[CH2:10][CH2:9][NH:8][C:7]2[N:11]=[CH:12][C:13]([C:15]3[CH:19]=[N:18][N:17]([CH2:36][CH2:35][N:34]([CH3:38])[CH3:33])[CH:16]=3)=[CH:14][C:6]1=2, predict the reactants needed to synthesize it. The reactants are: [Cl:1][C:2]1[C:23]([F:24])=[CH:22][CH:21]=[C:20]([F:25])[C:3]=1[CH2:4][N:5]1[CH2:10][CH2:9][NH:8][C:7]2[N:11]=[CH:12][C:13]([C:15]3[CH:16]=[N:17][NH:18][CH:19]=3)=[CH:14][C:6]1=2.C(=O)([O-])[O-].[Cs+].[Cs+].Cl.[CH3:33][N:34]([CH3:38])[CH2:35][CH2:36]Cl. (4) Given the product [Cl:29][C:27]1[CH:28]=[C:23]([CH:24]=[C:25]([Cl:30])[CH:26]=1)[CH2:22][O:21][C:19](=[O:20])[NH:18][C:13]1[CH:14]=[C:15]2[C:10](=[CH:11][CH:12]=1)[CH2:9][NH:8][CH2:17][CH2:16]2, predict the reactants needed to synthesize it. The reactants are: C(OC([N:8]1[CH2:17][CH2:16][C:15]2[C:10](=[CH:11][CH:12]=[C:13]([NH:18][C:19]([O:21][CH2:22][C:23]3[CH:28]=[C:27]([Cl:29])[CH:26]=[C:25]([Cl:30])[CH:24]=3)=[O:20])[CH:14]=2)[CH2:9]1)=O)(C)(C)C.Cl.